From a dataset of Reaction yield outcomes from USPTO patents with 853,638 reactions. Predict the reaction yield, written as a fraction of the theoretical maximum amount of product (1.0 means a 100% yield; for example, 0.34 means a 34% yield). The yield is 0.360. The catalyst is C1(C)C=CC=CC=1. The reactants are CC(C[AlH]CC(C)C)C.[CH2:10]([O:12][C:13]1[N:23]=[CH:22][C:21]([S:24]([N:27]2[CH2:32][CH2:31][N:30]([CH2:33][CH3:34])[CH2:29][CH2:28]2)(=[O:26])=[O:25])=[CH:20][C:14]=1[C:15](OCC)=[O:16])[CH3:11].O.C(OCC)(=O)C. The product is [CH2:10]([O:12][C:13]1[N:23]=[CH:22][C:21]([S:24]([N:27]2[CH2:28][CH2:29][N:30]([CH2:33][CH3:34])[CH2:31][CH2:32]2)(=[O:26])=[O:25])=[CH:20][C:14]=1[CH:15]=[O:16])[CH3:11].